This data is from Full USPTO retrosynthesis dataset with 1.9M reactions from patents (1976-2016). The task is: Predict the reactants needed to synthesize the given product. (1) Given the product [Si:1]([O:8][CH:9]1[C:14]2[CH:15]=[C:16]([C:18]#[N:25])[S:17][C:13]=2[CH2:12][CH2:11][CH2:10]1)([C:4]([CH3:7])([CH3:6])[CH3:5])([CH3:3])[CH3:2], predict the reactants needed to synthesize it. The reactants are: [Si:1]([O:8][CH:9]1[C:14]2[CH:15]=[C:16]([CH:18]=O)[S:17][C:13]=2[CH2:12][CH2:11][CH2:10]1)([C:4]([CH3:7])([CH3:6])[CH3:5])([CH3:3])[CH3:2].Cl.NO.C([N:25](CC)CC)C.C1(N=C=NC2CCCCC2)CCCCC1. (2) The reactants are: [OH:1][B:2]1[C:6]2[CH:7]=[CH:8][CH:9]=[CH:10][C:5]=2[CH:4]([CH2:11][NH:12][C:13](=[O:19])[CH2:14][CH2:15][CH:16]([CH3:18])[CH3:17])[O:3]1.[N+:20]([O-])([OH:22])=[O:21]. Given the product [OH:1][B:2]1[C:6]2[CH:7]=[C:8]([N+:20]([O-:22])=[O:21])[CH:9]=[CH:10][C:5]=2[CH:4]([CH2:11][NH:12][C:13](=[O:19])[CH2:14][CH2:15][CH:16]([CH3:17])[CH3:18])[O:3]1, predict the reactants needed to synthesize it. (3) Given the product [NH2:16][CH2:15][C:14]1[N:5]([CH2:1][CH:2]([CH3:4])[CH3:3])[C:6](=[O:36])[C:7]2[C:12]([C:13]=1[C:24]1[CH:25]=[CH:26][CH:27]=[CH:28][CH:29]=1)=[CH:11][C:10]([C:30]1[O:31][C:32]([CH3:35])=[N:33][N:34]=1)=[CH:9][CH:8]=2, predict the reactants needed to synthesize it. The reactants are: [CH2:1]([N:5]1[C:14]([CH2:15][NH:16]C(=O)OC(C)(C)C)=[C:13]([C:24]2[CH:29]=[CH:28][CH:27]=[CH:26][CH:25]=2)[C:12]2[C:7](=[CH:8][CH:9]=[C:10]([C:30]3[O:31][C:32]([CH3:35])=[N:33][N:34]=3)[CH:11]=2)[C:6]1=[O:36])[CH:2]([CH3:4])[CH3:3].C(OC(=O)C)C.Cl.